The task is: Predict the reaction yield, written as a fraction of the theoretical maximum amount of product (1.0 means a 100% yield; for example, 0.34 means a 34% yield).. This data is from Reaction yield outcomes from USPTO patents with 853,638 reactions. (1) The product is [CH3:1][C:2]1([CH3:8])[C@H:7]2[C@@H:3]1[CH2:4][NH:5][C@@H:6]2[C:25]#[N:26]. The reactants are [CH3:1][C:2]1([CH3:8])[CH:7]2[CH:3]1[CH2:4][NH:5][CH2:6]2.[OH-].[Na+].P([O-])([O-])([O-])=O.[K+].[K+].[K+].[C-]#N.[Na+].CC1(C)[C@H]2[C@@H]1[CH2:25][NH:26][C@H]2S([O-])(=O)=O. The yield is 0.900. No catalyst specified. (2) The reactants are C(O[C:4](=[O:26])[C:5]([N:7]([C:14]1[C:19]([CH:20]([CH3:22])[CH3:21])=[CH:18][CH:17]=[CH:16][C:15]=1[CH:23]([CH3:25])[CH3:24])C1C=CC=CC=1)=[O:6])C.[NH2:27][C:28]1[CH:33]=[CH:32][CH:31]=[CH:30][C:29]=1[OH:34].C(N(CC)CC)C. The catalyst is C1(C)C=CC=CC=1. The product is [CH:20]([C:19]1[CH:18]=[CH:17][CH:16]=[C:15]([CH:23]([CH3:24])[CH3:25])[C:14]=1[NH:7][C:5](=[O:6])[C:4]([NH:27][C:28]1[CH:33]=[CH:32][CH:31]=[CH:30][C:29]=1[OH:34])=[O:26])([CH3:21])[CH3:22]. The yield is 0.850. (3) The reactants are Cl.[CH3:2][NH:3][O:4][CH3:5].CCN(C(C)C)C(C)C.C[Al](C)C.[CH3:19][O:20][C:21]1[C:22]([C:38](OC)=[O:39])=[N:23][N:24]([C:28]2[CH:33]=[CH:32][CH:31]=[C:30]([C:34]([F:37])([F:36])[F:35])[CH:29]=2)[C:25](=[O:27])[CH:26]=1. The catalyst is C(Cl)Cl. The product is [CH3:5][O:4][N:3]([CH3:2])[C:38]([C:22]1[C:21]([O:20][CH3:19])=[CH:26][C:25](=[O:27])[N:24]([C:28]2[CH:33]=[CH:32][CH:31]=[C:30]([C:34]([F:36])([F:35])[F:37])[CH:29]=2)[N:23]=1)=[O:39]. The yield is 0.830. (4) The reactants are [NH2:1][C:2]1[CH:28]=[CH:27][C:5]([O:6][C:7]2[CH:12]=[CH:11][N:10]=[C:9]([NH:13][C:14]([N:16]3[CH2:21][CH2:20][N:19]([CH2:22][CH2:23][N:24]([CH3:26])[CH3:25])[CH2:18][CH2:17]3)=[O:15])[CH:8]=2)=[CH:4][CH:3]=1.[F:29][C:30]1[CH:35]=[CH:34][C:33]([CH2:36][C:37]([N:39]=[C:40]=[O:41])=[O:38])=[CH:32][CH:31]=1. The catalyst is O1CCCC1.C(N(C(C)C)CC)(C)C. The product is [CH3:26][N:24]([CH3:25])[CH2:23][CH2:22][N:19]1[CH2:18][CH2:17][N:16]([C:14]([NH:13][C:9]2[CH:8]=[C:7]([O:6][C:5]3[CH:4]=[CH:3][C:2]([NH:1][C:40]([NH:39][C:37](=[O:38])[CH2:36][C:33]4[CH:34]=[CH:35][C:30]([F:29])=[CH:31][CH:32]=4)=[O:41])=[CH:28][CH:27]=3)[CH:12]=[CH:11][N:10]=2)=[O:15])[CH2:21][CH2:20]1. The yield is 0.290. (5) The reactants are [CH3:1][N:2]1[CH2:7][CH2:6][N:5]([C:8]([C:10]2[CH:15]=[CH:14][C:13]([C:16]3[N:17]=[CH:18][C:19]4[N:20]([C:22]([C:25]5[CH:26]=[C:27]([CH:33]=[CH:34][CH:35]=5)[C:28]([O:30]CC)=[O:29])=[CH:23][N:24]=4)[CH:21]=3)=[CH:12][CH:11]=2)=[O:9])[CH2:4][CH2:3]1.[Li+].[OH-]. The catalyst is C1COCC1.CO.O. The product is [CH3:1][N:2]1[CH2:7][CH2:6][N:5]([C:8]([C:10]2[CH:11]=[CH:12][C:13]([C:16]3[N:17]=[CH:18][C:19]4[N:20]([C:22]([C:25]5[CH:26]=[C:27]([CH:33]=[CH:34][CH:35]=5)[C:28]([OH:30])=[O:29])=[CH:23][N:24]=4)[CH:21]=3)=[CH:14][CH:15]=2)=[O:9])[CH2:4][CH2:3]1. The yield is 0.800. (6) The reactants are [C:1]([O:5][C:6](=[O:34])[C:7]1[CH:12]=[CH:11][C:10]([C:13](=O)[CH2:14][C@@:15]([C:24]2[CH:29]=[C:28]([Cl:30])[CH:27]=[C:26]([Cl:31])[CH:25]=2)([CH2:20][N+:21]([O-])=O)[C:16]([F:19])([F:18])[F:17])=[CH:9][C:8]=1[CH3:33])([CH3:4])([CH3:3])[CH3:2].Cl. The catalyst is CN(C)C=O.[Zn]. The product is [C:1]([O:5][C:6](=[O:34])[C:7]1[CH:12]=[CH:11][C:10]([C:13]2[CH2:14][C@:15]([C:24]3[CH:29]=[C:28]([Cl:30])[CH:27]=[C:26]([Cl:31])[CH:25]=3)([C:16]([F:19])([F:18])[F:17])[CH2:20][N:21]=2)=[CH:9][C:8]=1[CH3:33])([CH3:4])([CH3:3])[CH3:2]. The yield is 0.290. (7) The reactants are [Cl:1][C:2]1[CH:3]=[C:4]([S:8]([NH:11][C:12]2[CH:20]=[CH:19][C:15]([C:16]([OH:18])=[O:17])=[C:14]([OH:21])[CH:13]=2)(=[O:10])=[O:9])[S:5][C:6]=1[Cl:7].O[CH:23]1[CH2:27][CH2:26][O:25][CH2:24]1. No catalyst specified. The product is [Cl:1][C:2]1[CH:3]=[C:4]([S:8]([NH:11][C:12]2[CH:20]=[CH:19][C:15]([C:16]([O:18][CH:23]3[CH2:27][CH2:26][O:25][CH2:24]3)=[O:17])=[C:14]([OH:21])[CH:13]=2)(=[O:9])=[O:10])[S:5][C:6]=1[Cl:7]. The yield is 0.780.